This data is from Antibody paratope prediction from SAbDab with 1,023 antibody chains. The task is: Token-level Classification. Given an antibody amino acid sequence, predict which amino acid positions are active in antigen binding. Output is a list of indices for active paratope positions. (1) Given the antibody sequence: DIVMTQTPLSLPVSLGDQASISCRSSQTILHSNGNTYLEWYLQKPGQSPNLLIYKVSKRFSGVPDRFSGSGSGTDFTLKISRVEAEDLGVYYCFQGSRVPLTFGAGTKLELK, which amino acid positions are active in antigen binding (paratope)? The paratope positions are: [30, 31, 32, 33, 34]. (2) Given the antibody sequence: EVKLEESGGGLVQPGGSMKLSCAASGFTFSDAWMDWVRQSPEKGLEWVAEIRNKVNNHATNYAESVKGRFTISRDDSRSVVYLQMNNLKPEDTGIYYCTGLTFDYWGQGTTLTVSS, which amino acid positions are active in antigen binding (paratope)? The paratope positions are: [52, 53, 54, 85, 86, 87]. (3) Given the antibody sequence: EVQLVESGGGLVQPGGSLRLSCAASGFTLSGDWIHWVRQAPGKGLEWLGEISAAGGYTDYADSVKGRFTISADTSKNTAYLQMNSLRAEDTAVYYCARESRVSFEAAMDYWGQGTLVTVSS, which amino acid positions are active in antigen binding (paratope)? The paratope positions are: [52, 83, 84, 85, 104, 105, 106, 107]. (4) The paratope positions are: [28, 29, 66, 67]. Given the antibody sequence: FMLTQPHSVSESPGKTVTISCTRSSGSIASYYVQWYQQRPGSSPTTVIYEDSQRPSGVPDRFSGSIDSSSNSASLTISGLKTEDEADYYCQSYDSSNVVFGGGTKLTVL, which amino acid positions are active in antigen binding (paratope)? (5) Given the antibody sequence: EVQLVQSGAEVKKPGESLKISCKGSGYSFTDYWIGWVRQMPGKGLEWMGIIYPGDSDTRYSPSFQGQVTISADKSISTAYLQWSSLKASDTAVYYCARVGRFASHQLDYWGQGTLVTVSS, which amino acid positions are active in antigen binding (paratope)? The paratope positions are: [52, 83, 84, 85, 104, 105, 106]. (6) Given the antibody sequence: QVQLVQSGAEVRKPGASVKVSCKASGYTFTDNYIHWVRQAPGQGLEWMGWIHPNSGATKYAQKFEGWVTMTRDTSISTVYMELSRSRSDDTAVYYCARAGLEPRSVDYYFYGLDVWGQGTAVTVSS, which amino acid positions are active in antigen binding (paratope)? The paratope positions are: [52, 83, 84, 85, 104, 105, 106, 107, 108, 109, 110, 111, 112]. (7) Given the antibody sequence: YELTQPPSVSVSPGQTARITCSGDALPEKYAYWYQQKSGQAPVLIIYEDSKRPSGIPERFSGSRSGTMATLTISGAQVDDEADYYCYSTNSGGTFFVFGTGTKVTVL, which amino acid positions are active in antigen binding (paratope)? The paratope positions are: [93, 94]. (8) Given the antibody sequence: QVQLVQSGAEVKKPGSSVKVSCKSSGGTSNNYAISWVRQAPGQGLDWMGGISPIFGSTAYAQKFQGRVTISADIFSNTAYMELNSLTSEDTAVYFCARHGNYYYYSGMDVWGQGTTVTVSS, which amino acid positions are active in antigen binding (paratope)? The paratope positions are: [52, 83, 84, 85, 104, 105, 106, 107].